This data is from NCI-60 drug combinations with 297,098 pairs across 59 cell lines. The task is: Regression. Given two drug SMILES strings and cell line genomic features, predict the synergy score measuring deviation from expected non-interaction effect. (1) Cell line: SNB-75. Synergy scores: CSS=19.7, Synergy_ZIP=-4.80, Synergy_Bliss=-6.12, Synergy_Loewe=-6.73, Synergy_HSA=-3.90. Drug 1: C1=CC(=CC=C1CCC2=CNC3=C2C(=O)NC(=N3)N)C(=O)NC(CCC(=O)O)C(=O)O. Drug 2: C1=CN(C=N1)CC(O)(P(=O)(O)O)P(=O)(O)O. (2) Drug 1: CC1C(C(CC(O1)OC2CC(CC3=C2C(=C4C(=C3O)C(=O)C5=C(C4=O)C(=CC=C5)OC)O)(C(=O)C)O)N)O.Cl. Drug 2: CCCS(=O)(=O)NC1=C(C(=C(C=C1)F)C(=O)C2=CNC3=C2C=C(C=N3)C4=CC=C(C=C4)Cl)F. Cell line: SW-620. Synergy scores: CSS=15.4, Synergy_ZIP=11.3, Synergy_Bliss=15.0, Synergy_Loewe=-42.8, Synergy_HSA=-0.0690. (3) Drug 1: CN1CCC(CC1)COC2=C(C=C3C(=C2)N=CN=C3NC4=C(C=C(C=C4)Br)F)OC. Drug 2: CN1C2=C(C=C(C=C2)N(CCCl)CCCl)N=C1CCCC(=O)O.Cl. Cell line: MOLT-4. Synergy scores: CSS=34.3, Synergy_ZIP=5.66, Synergy_Bliss=9.54, Synergy_Loewe=4.80, Synergy_HSA=9.97. (4) Drug 1: C1CN1P(=S)(N2CC2)N3CC3. Synergy scores: CSS=36.5, Synergy_ZIP=-6.09, Synergy_Bliss=-3.58, Synergy_Loewe=-8.80, Synergy_HSA=-0.937. Cell line: SN12C. Drug 2: B(C(CC(C)C)NC(=O)C(CC1=CC=CC=C1)NC(=O)C2=NC=CN=C2)(O)O. (5) Drug 1: CC1=C(C=C(C=C1)NC2=NC=CC(=N2)N(C)C3=CC4=NN(C(=C4C=C3)C)C)S(=O)(=O)N.Cl. Drug 2: CC12CCC3C(C1CCC2OP(=O)(O)O)CCC4=C3C=CC(=C4)OC(=O)N(CCCl)CCCl.[Na+]. Cell line: SK-OV-3. Synergy scores: CSS=2.04, Synergy_ZIP=1.32, Synergy_Bliss=3.14, Synergy_Loewe=1.02, Synergy_HSA=1.07. (6) Drug 1: C1C(C(OC1N2C=NC(=NC2=O)N)CO)O. Drug 2: C(CCl)NC(=O)N(CCCl)N=O. Cell line: IGROV1. Synergy scores: CSS=7.12, Synergy_ZIP=-2.51, Synergy_Bliss=0.335, Synergy_Loewe=1.86, Synergy_HSA=1.27. (7) Drug 1: C1CC(=O)NC(=O)C1N2CC3=C(C2=O)C=CC=C3N. Drug 2: CC1=CC2C(CCC3(C2CCC3(C(=O)C)OC(=O)C)C)C4(C1=CC(=O)CC4)C. Cell line: SK-OV-3. Synergy scores: CSS=-0.659, Synergy_ZIP=-1.41, Synergy_Bliss=-2.66, Synergy_Loewe=-2.06, Synergy_HSA=-1.81. (8) Drug 1: C1=C(C(=O)NC(=O)N1)N(CCCl)CCCl. Drug 2: CC1=C(C(=CC=C1)Cl)NC(=O)C2=CN=C(S2)NC3=CC(=NC(=N3)C)N4CCN(CC4)CCO. Cell line: UACC62. Synergy scores: CSS=42.4, Synergy_ZIP=0.472, Synergy_Bliss=1.36, Synergy_Loewe=2.59, Synergy_HSA=2.31.